This data is from Forward reaction prediction with 1.9M reactions from USPTO patents (1976-2016). The task is: Predict the product of the given reaction. (1) Given the reactants [CH3:1][O:2][C:3]([C:5]1[C:6]([OH:14])=[N:7][S:8][C:9]=1[S:10]([CH3:13])(=[O:12])=[O:11])=[O:4].C(=O)([O-])[O-].[K+].[K+].[Br:21][C:22]1[CH:39]=[C:38]([F:40])[C:25]([CH2:26]OS(C2C=CC(C)=CC=2)(=O)=O)=[C:24]([F:41])[CH:23]=1.ClCCl.ClCCl, predict the reaction product. The product is: [CH3:1][O:2][C:3]([C:5]1[C:6]([O:14][CH2:26][C:25]2[C:38]([F:40])=[CH:39][C:22]([Br:21])=[CH:23][C:24]=2[F:41])=[N:7][S:8][C:9]=1[S:10]([CH3:13])(=[O:12])=[O:11])=[O:4]. (2) Given the reactants Br[C:2]1[CH:3]=[CH:4][C:5]([O:10][CH2:11][CH2:12][O:13][CH:14]2[CH2:19][CH2:18][CH2:17][CH2:16][O:15]2)=[C:6]([CH:9]=1)[C:7]#[N:8].[CH3:20][C:21]1([CH3:37])[C:25]([CH3:27])([CH3:26])[O:24][B:23]([B:23]2[O:24][C:25]([CH3:27])([CH3:26])[C:21]([CH3:37])([CH3:20])[O:22]2)[O:22]1.C(O[K])(C)=O, predict the reaction product. The product is: [O:15]1[CH2:16][CH2:17][CH2:18][CH2:19][CH:14]1[O:13][CH2:12][CH2:11][O:10][C:5]1[CH:4]=[CH:3][C:2]([B:23]2[O:24][C:25]([CH3:27])([CH3:26])[C:21]([CH3:37])([CH3:20])[O:22]2)=[CH:9][C:6]=1[C:7]#[N:8].